Dataset: Forward reaction prediction with 1.9M reactions from USPTO patents (1976-2016). Task: Predict the product of the given reaction. (1) Given the reactants C([Mg]Cl)(C)(C)C.[F:7][C:8]1[C:13]([C:14]2[C:19]([F:20])=[C:18]([F:21])[C:17]([CH2:22][S:23]([C:26]([F:29])([F:28])[F:27])(=[O:25])=[O:24])=[C:16]([F:30])[C:15]=2[F:31])=[C:12]([F:32])[C:11]([F:33])=[C:10]([F:34])[C:9]=1[F:35].[F:36][C:37]([F:50])([F:49])[S:38](O[S:38]([C:37]([F:50])([F:49])[F:36])(=[O:40])=[O:39])(=[O:40])=[O:39].O.Cl, predict the reaction product. The product is: [F:32][C:12]1[C:13]([C:14]2[C:15]([F:31])=[C:16]([F:30])[C:17]([CH:22]([S:38]([C:37]([F:50])([F:49])[F:36])(=[O:40])=[O:39])[S:23]([C:26]([F:27])([F:28])[F:29])(=[O:25])=[O:24])=[C:18]([F:21])[C:19]=2[F:20])=[C:8]([F:7])[C:9]([F:35])=[C:10]([F:34])[C:11]=1[F:33]. (2) Given the reactants Br[C:2]1[CH:7]=[CH:6][C:5]([F:8])=[CH:4][CH:3]=1.[Li]CCCC.C([O:16][C:17](=O)[C:18]([F:24])([F:23])[C:19]([F:22])([F:21])[F:20])C.[NH4+].[Cl-], predict the reaction product. The product is: [F:23][C:18]([F:24])([C:19]([F:22])([F:21])[F:20])[C:17]([C:2]1[CH:7]=[CH:6][C:5]([F:8])=[CH:4][CH:3]=1)=[O:16]. (3) Given the reactants Cl[C:2]1[N:7]=[C:6]([C:8]2[S:12][C:11]([CH:13]3[CH2:18][CH2:17][O:16][CH2:15][CH2:14]3)=[N:10][C:9]=2[C:19]2[C:20]([F:34])=[C:21]([NH:25][S:26]([C:29]3[CH:33]=[CH:32][O:31][CH:30]=3)(=[O:28])=[O:27])[CH:22]=[CH:23][CH:24]=2)[CH:5]=[CH:4][N:3]=1.[NH2:35][CH2:36][C@@H:37]([OH:39])[CH3:38], predict the reaction product. The product is: [F:34][C:20]1[C:19]([C:9]2[N:10]=[C:11]([CH:13]3[CH2:18][CH2:17][O:16][CH2:15][CH2:14]3)[S:12][C:8]=2[C:6]2[CH:5]=[CH:4][N:3]=[C:2]([NH:35][CH2:36][C@@H:37]([OH:39])[CH3:38])[N:7]=2)=[CH:24][CH:23]=[CH:22][C:21]=1[NH:25][S:26]([C:29]1[CH:33]=[CH:32][O:31][CH:30]=1)(=[O:28])=[O:27]. (4) Given the reactants [C:1]([CH2:3][CH2:4][CH:5]1[CH2:10][CH2:9][N:8](C(OC(C)(C)C)=O)[CH2:7][CH2:6]1)#[N:2].Cl, predict the reaction product. The product is: [NH:8]1[CH2:9][CH2:10][CH:5]([CH2:4][CH2:3][C:1]#[N:2])[CH2:6][CH2:7]1. (5) Given the reactants C([NH:9][C:10]1[O:11][C@H:12]([C:36]([F:39])([F:38])[F:37])[CH2:13][C@@:14]([C:19]2[N:24]=[C:23]([NH:25][C:26](=[O:34])[C:27]3[CH:32]=[CH:31][C:30]([Cl:33])=[CH:29][N:28]=3)[CH:22]=[CH:21][C:20]=2[F:35])([CH:16]([F:18])[F:17])[N:15]=1)(=O)C1C=CC=CC=1.N12CCCN=C1CCCCC2, predict the reaction product. The product is: [NH2:9][C:10]1[O:11][C@H:12]([C:36]([F:37])([F:39])[F:38])[CH2:13][C@@:14]([C:19]2[N:24]=[C:23]([NH:25][C:26](=[O:34])[C:27]3[CH:32]=[CH:31][C:30]([Cl:33])=[CH:29][N:28]=3)[CH:22]=[CH:21][C:20]=2[F:35])([CH:16]([F:17])[F:18])[N:15]=1.